Dataset: Full USPTO retrosynthesis dataset with 1.9M reactions from patents (1976-2016). Task: Predict the reactants needed to synthesize the given product. (1) Given the product [Cl:18][C:6]1[CH:5]=[C:4]([CH:9]=[CH:8][C:7]=1[NH:10][C:11]1[CH:12]=[N:13][C:14]([CH3:17])=[CH:15][CH:16]=1)[C:3]([OH:19])=[O:2], predict the reactants needed to synthesize it. The reactants are: C[O:2][C:3](=[O:19])[C:4]1[CH:9]=[CH:8][C:7]([NH:10][C:11]2[CH:12]=[N:13][C:14]([CH3:17])=[CH:15][CH:16]=2)=[C:6]([Cl:18])[CH:5]=1.[OH-].[Na+]. (2) Given the product [F:25][C:26]1[CH:31]=[CH:30][C:29]([C:13]([C:9]2[N:8]=[C:7]([NH:18][C:19]3[CH:23]=[C:22]([CH3:24])[NH:21][N:20]=3)[C:6]3[C:11](=[CH:12][C:3]([O:2][CH3:1])=[CH:4][CH:5]=3)[N:10]=2)=[O:15])=[CH:28][CH:27]=1, predict the reactants needed to synthesize it. The reactants are: [CH3:1][O:2][C:3]1[CH:12]=[C:11]2[C:6]([C:7]([NH:18][C:19]3[CH:23]=[C:22]([CH3:24])[NH:21][N:20]=3)=[N:8][C:9]([C:13]([O:15]CC)=O)=[N:10]2)=[CH:5][CH:4]=1.[F:25][C:26]1[CH:31]=[CH:30][C:29]([Mg]Br)=[CH:28][CH:27]=1.C1COCC1. (3) Given the product [C:10]([O:5][CH2:4][CH:3]([CH2:1][CH3:2])[CH2:6][CH2:7][CH2:8][CH3:9])(=[O:17])[C:11]1[CH:16]=[CH:15][CH:14]=[CH:13][CH:12]=1, predict the reactants needed to synthesize it. The reactants are: [CH2:1]([CH:3]([CH2:6][CH2:7][CH2:8][CH3:9])[CH2:4][OH:5])[CH3:2].[C:10](O)(=[O:17])[C:11]1[CH:16]=[CH:15][CH:14]=[CH:13][CH:12]=1. (4) The reactants are: C([O:4][CH2:5][C@@H:6]1[C@@H:11]([O:12]C(=O)C)[C@H:10]([O:16]C(=O)C)[C@@H:9]([O:20]C(=O)C)[C@H:8]([N:24]2[C:32]3[C:27](=[C:28]([CH3:33])[CH:29]=[CH:30][CH:31]=3)[C:26]([CH2:34][C:35]3[CH:40]=[CH:39][C:38]([O:41][CH2:42][CH2:43][CH2:44][N:45]4[CH2:50][C:49]5([CH2:55][CH2:54][N:53]([C:56](=[O:66])[CH2:57][NH:58][C:59](=[O:65])[NH:60][CH2:61][CH:62]([CH3:64])[CH3:63])[CH2:52][CH2:51]5)[CH2:48][CH2:47][CH2:46]4)=[CH:37][CH:36]=3)=[CH:25]2)[O:7]1)(=O)C.CO.C[O-].[Na+]. Given the product [CH2:61]([NH:60][C:59]([NH:58][CH2:57][C:56]([N:53]1[CH2:54][CH2:55][C:49]2([CH2:48][CH2:47][CH2:46][N:45]([CH2:44][CH2:43][CH2:42][O:41][C:38]3[CH:37]=[CH:36][C:35]([CH2:34][C:26]4[C:27]5[C:32](=[CH:31][CH:30]=[CH:29][C:28]=5[CH3:33])[N:24]([C@H:8]5[C@H:9]([OH:20])[C@@H:10]([OH:16])[C@H:11]([OH:12])[C@@H:6]([CH2:5][OH:4])[O:7]5)[CH:25]=4)=[CH:40][CH:39]=3)[CH2:50]2)[CH2:51][CH2:52]1)=[O:66])=[O:65])[CH:62]([CH3:64])[CH3:63], predict the reactants needed to synthesize it. (5) Given the product [CH3:11][C:10]([CH2:12][C:13]([CH3:16])([CH3:15])[CH3:14])=[CH2:9].[C:17]([O:21][CH2:22][CH2:23][CH2:24][OH:25])(=[O:20])[CH:18]=[CH2:19].[C:26]([O:31][CH2:32][CH2:33][CH2:34][CH3:35])(=[O:30])[C:27]([CH3:29])=[CH2:28].[CH2:1]=[CH:2][C:3]1[CH:8]=[CH:7][CH:6]=[CH:5][CH:4]=1.[C:36]([O:41][CH2:42][CH2:43][OH:44])(=[O:40])[C:37]([CH3:39])=[CH2:38].[C:45]([O:49][CH2:50][CH2:51][CH2:52][CH3:53])(=[O:48])[CH:46]=[CH2:47], predict the reactants needed to synthesize it. The reactants are: [CH2:1]=[CH:2][C:3]1[CH:8]=[CH:7][CH:6]=[CH:5][CH:4]=1.[CH3:9][C:10]([CH2:12][C:13]([CH3:16])([CH3:15])[CH3:14])=[CH2:11].[C:17]([O:21][CH2:22][CH2:23][CH2:24][OH:25])(=[O:20])[CH:18]=[CH2:19].[C:26]([O:31][CH2:32][CH2:33][CH2:34][CH3:35])(=[O:30])[C:27]([CH3:29])=[CH2:28].[C:36]([O:41][CH2:42][CH2:43][OH:44])(=[O:40])[C:37]([CH3:39])=[CH2:38].[C:45]([O:49][CH2:50][CH2:51][CH2:52][CH3:53])(=[O:48])[CH:46]=[CH2:47]. (6) Given the product [CH3:7][C:6]1[N:25]([C:22]2[CH:23]=[CH:24][C:19]([O:18][CH2:17][CH3:16])=[CH:20][CH:21]=2)[C:2]([CH3:4])=[CH:1][CH:5]=1, predict the reactants needed to synthesize it. The reactants are: [CH2:1]([CH2:5][C:6](=O)[CH3:7])[C:2]([CH3:4])=O.C1(C)C=CC=CC=1.[CH3:16][CH2:17][O:18][C:19]1[CH:20]=[CH:21][C:22]([NH2:25])=[CH:23][CH:24]=1. (7) Given the product [Cl:1][C:2]1[CH:3]=[CH:4][C:5]([O:23][CH2:31][C:26]2[C:25]([Cl:24])=[CH:30][CH:29]=[CH:28][N:27]=2)=[C:6]([CH:22]=1)[C:7]([NH:9][C@H:10]([C:12]1[CH:21]=[CH:20][C:15]([C:16]([O:18][CH3:19])=[O:17])=[CH:14][CH:13]=1)[CH3:11])=[O:8], predict the reactants needed to synthesize it. The reactants are: [Cl:1][C:2]1[CH:3]=[CH:4][C:5]([OH:23])=[C:6]([CH:22]=1)[C:7]([NH:9][C@H:10]([C:12]1[CH:21]=[CH:20][C:15]([C:16]([O:18][CH3:19])=[O:17])=[CH:14][CH:13]=1)[CH3:11])=[O:8].[Cl:24][C:25]1[C:26]([CH2:31]O)=[N:27][CH:28]=[CH:29][CH:30]=1.